This data is from Full USPTO retrosynthesis dataset with 1.9M reactions from patents (1976-2016). The task is: Predict the reactants needed to synthesize the given product. (1) Given the product [CH3:12][S:13][CH2:14][CH2:15][O:3][C:4]1[CH:5]=[C:6]([CH:9]=[CH:10][CH:11]=1)[CH:7]=[O:8], predict the reactants needed to synthesize it. The reactants are: [H-].[Na+].[OH:3][C:4]1[CH:5]=[C:6]([CH:9]=[CH:10][CH:11]=1)[CH:7]=[O:8].[CH3:12][S:13][CH2:14][CH2:15]Cl. (2) Given the product [N:79]1[CH:80]=[CH:81][CH:82]=[CH:83][C:78]=1[NH:26][C:24](=[O:25])[C:19]1[C:18]([O:17][CH2:16][C@H:12]2[CH2:13][CH2:14][CH2:15][N:11]2[C:9]([C@H:6]2[CH2:7][CH2:8][C@H:3]([C:2]([F:1])([F:27])[F:28])[CH2:4][CH2:5]2)=[O:10])=[CH:23][CH:22]=[CH:21][N:20]=1, predict the reactants needed to synthesize it. The reactants are: [F:1][C:2]([F:28])([F:27])[C@H:3]1[CH2:8][CH2:7][C@H:6]([C:9]([N:11]2[CH2:15][CH2:14][CH2:13][C@@H:12]2[CH2:16][O:17][C:18]2[C:19]([C:24]([NH2:26])=[O:25])=[N:20][CH:21]=[CH:22][CH:23]=2)=[O:10])[CH2:5][CH2:4]1.C1(P(C2C=CC=CC=2)C2C3OC4C(=CC=CC=4P(C4C=CC=CC=4)C4C=CC=CC=4)C(C)(C)C=3C=CC=2)C=CC=CC=1.C(=O)([O-])[O-].[Cs+].[Cs+].Br[C:78]1[CH:83]=[CH:82][CH:81]=[CH:80][N:79]=1. (3) Given the product [OH:30][C:4]1[C:3]([O:2][CH3:1])=[CH:29][C:7]2[NH:8][C:9](=[O:28])[C:10]3[CH:16]=[CH:15][C:14]([C:17]4[CH:22]=[CH:21][C:20]([N+:23]([O-:25])=[O:24])=[C:19]([O:26][CH3:27])[CH:18]=4)=[CH:13][C:11]=3[NH:12][C:6]=2[CH:5]=1, predict the reactants needed to synthesize it. The reactants are: [CH3:1][O:2][C:3]1[C:4]([O:30]COCC[Si](C)(C)C)=[CH:5][C:6]2[NH:12][C:11]3[CH:13]=[C:14]([C:17]4[CH:22]=[CH:21][C:20]([N+:23]([O-:25])=[O:24])=[C:19]([O:26][CH3:27])[CH:18]=4)[CH:15]=[CH:16][C:10]=3[C:9](=[O:28])[NH:8][C:7]=2[CH:29]=1.Cl.O1CCOCC1.